The task is: Predict the reactants needed to synthesize the given product.. This data is from Full USPTO retrosynthesis dataset with 1.9M reactions from patents (1976-2016). Given the product [N:48]1[CH:53]=[CH:52][C:51]([CH2:54][NH:55][C:12]([C:9]2[CH:8]=[CH:7][C:6]3[C:11](=[C:2]([Br:1])[CH:3]=[N:4][CH:5]=3)[N:10]=2)=[O:14])=[CH:50][CH:49]=1, predict the reactants needed to synthesize it. The reactants are: [Br:1][C:2]1[CH:3]=[N:4][CH:5]=[C:6]2[C:11]=1[N:10]=[C:9]([C:12]([OH:14])=O)[CH:8]=[CH:7]2.C(N(CC)C(C)C)(C)C.F[P-](F)(F)(F)(F)F.N1(OC(N(C)C)=[N+](C)C)C2N=CC=CC=2N=N1.[N:48]1[CH:53]=[CH:52][C:51]([CH2:54][NH2:55])=[CH:50][CH:49]=1.